The task is: Predict the reactants needed to synthesize the given product.. This data is from Full USPTO retrosynthesis dataset with 1.9M reactions from patents (1976-2016). (1) The reactants are: [Cl:1][C:2]1[CH:3]=[C:4]([CH:9](O)[CH2:10][N:11]([CH2:13][C:14]2[CH:19]=[CH:18][C:17]([F:20])=[C:16]([O:21][CH3:22])[CH:15]=2)[CH3:12])[CH:5]=[CH:6][C:7]=1[Cl:8].S(=O)(=O)(O)O. Given the product [Cl:1][C:2]1[CH:3]=[C:4]([CH:9]2[C:19]3[C:14](=[CH:15][C:16]([O:21][CH3:22])=[C:17]([F:20])[CH:18]=3)[CH2:13][N:11]([CH3:12])[CH2:10]2)[CH:5]=[CH:6][C:7]=1[Cl:8], predict the reactants needed to synthesize it. (2) Given the product [F:42][C:41]([F:44])([F:43])[C:39]([OH:45])=[O:40].[CH3:1][C:2]1[N:7]=[C:6]2[S:8][C:9]([CH:19]([CH3:20])[CH3:21])=[C:10]([C:11]3[CH:16]=[CH:15][CH:14]=[C:13]([O:17][CH3:18])[CH:12]=3)[C:5]2=[C:4]([NH:22][S:35]([C:32]2[CH:33]=[N:34][C:29]([C:23]3[CH:28]=[CH:27][CH:26]=[CH:25][CH:24]=3)=[CH:30][CH:31]=2)(=[O:36])=[O:37])[CH:3]=1, predict the reactants needed to synthesize it. The reactants are: [CH3:1][C:2]1[CH:3]=[C:4]([NH2:22])[C:5]2[C:10]([C:11]3[CH:16]=[CH:15][CH:14]=[C:13]([O:17][CH3:18])[CH:12]=3)=[C:9]([CH:19]([CH3:21])[CH3:20])[S:8][C:6]=2[N:7]=1.[C:23]1([C:29]2[N:34]=[CH:33][C:32]([S:35](Cl)(=[O:37])=[O:36])=[CH:31][CH:30]=2)[CH:28]=[CH:27][CH:26]=[CH:25][CH:24]=1.[C:39]([OH:45])([C:41]([F:44])([F:43])[F:42])=[O:40]. (3) Given the product [N:34]1([CH2:6][C@H:7]2[CH2:12][N:11]([S:13]([C:16]3[S:17][CH:18]=[CH:19][CH:20]=3)(=[O:15])=[O:14])[CH2:10][CH2:9][N:8]2[C:21]2[CH:26]=[CH:25][C:24]([C:27]([OH:33])([CH3:32])[C:28]([F:31])([F:29])[F:30])=[CH:23][CH:22]=2)[CH:38]=[CH:37][N:36]=[CH:35]1, predict the reactants needed to synthesize it. The reactants are: CS(O[CH2:6][C@H:7]1[CH2:12][N:11]([S:13]([C:16]2[S:17][CH:18]=[CH:19][CH:20]=2)(=[O:15])=[O:14])[CH2:10][CH2:9][N:8]1[C:21]1[CH:26]=[CH:25][C:24]([C:27]([OH:33])([CH3:32])[C:28]([F:31])([F:30])[F:29])=[CH:23][CH:22]=1)(=O)=O.[NH:34]1[CH:38]=[CH:37][N:36]=[CH:35]1.C(=O)([O-])[O-].[Cs+].[Cs+]. (4) Given the product [C:1]1([C:7]2([CH2:17][NH2:18])[CH2:8][CH2:9][C:10]3([O:14][CH2:13][CH2:12][O:11]3)[CH2:15][CH2:16]2)[CH:6]=[CH:5][CH:4]=[CH:3][CH:2]=1, predict the reactants needed to synthesize it. The reactants are: [C:1]1([C:7]2([C:17]#[N:18])[CH2:16][CH2:15][C:10]3([O:14][CH2:13][CH2:12][O:11]3)[CH2:9][CH2:8]2)[CH:6]=[CH:5][CH:4]=[CH:3][CH:2]=1.[H-].[H-].[H-].[H-].[Li+].[Al+3].O.[OH-].[Na+]. (5) Given the product [Br:22][CH2:19][CH2:18][C@H:14]1[CH2:15][CH2:16][CH2:17][N:13]1[S:10]([C:7]1[CH:8]=[C:9]2[C:4]([CH:3]=[CH:2][NH:1]2)=[CH:5][CH:6]=1)(=[O:12])=[O:11], predict the reactants needed to synthesize it. The reactants are: [NH:1]1[C:9]2[C:4](=[CH:5][CH:6]=[C:7]([S:10]([N:13]3[CH2:17][CH2:16][CH2:15][C@@H:14]3[CH2:18][CH2:19]O)(=[O:12])=[O:11])[CH:8]=2)[CH:3]=[CH:2]1.C(Br)(Br)(Br)[Br:22].C1(P(C2C=CC=CC=2)C2C=CC=CC=2)C=CC=CC=1. (6) The reactants are: C([Li])CCC.Br[C:7]1[CH:12]=[CH:11][C:10]([S:13]([N:16]2[CH2:21][CH2:20][N:19]([CH3:22])[CH2:18][CH2:17]2)(=[O:15])=[O:14])=[CH:9][CH:8]=1.B(OCCCC)(OCCCC)OCCCC.Cl.C(=O)([O-])[O-].[Na+].[Na+].Br[C:47]1[CH:48]=[C:49]2[C:55]([C:56]([O:58][CH3:59])=[O:57])=[CH:54][NH:53][C:50]2=[N:51][CH:52]=1. Given the product [CH3:22][N:19]1[CH2:20][CH2:21][N:16]([S:13]([C:10]2[CH:11]=[CH:12][C:7]([C:47]3[CH:48]=[C:49]4[C:55]([C:56]([O:58][CH3:59])=[O:57])=[CH:54][NH:53][C:50]4=[N:51][CH:52]=3)=[CH:8][CH:9]=2)(=[O:15])=[O:14])[CH2:17][CH2:18]1, predict the reactants needed to synthesize it.